Dataset: Forward reaction prediction with 1.9M reactions from USPTO patents (1976-2016). Task: Predict the product of the given reaction. Given the reactants [OH:1][CH2:2][C@H:3]1[C@H:7]([CH2:8][OH:9])[CH2:6][N:5]([C:10]([O:12][C:13]([CH3:16])([CH3:15])[CH3:14])=[O:11])[CH2:4]1.[C:17]([OH:36])(=O)[CH2:18][CH2:19][CH2:20][CH2:21][CH2:22][CH2:23][CH2:24]/[CH:25]=[CH:26]\[CH2:27]/[CH:28]=[CH:29]\[CH2:30][CH2:31][CH2:32][CH2:33][CH3:34], predict the reaction product. The product is: [C:13]([O:12][C:10]([N:5]1[CH2:4][C@@H:3]([CH2:2][O:1][C:17](=[O:36])[CH2:18][CH2:19][CH2:20][CH2:21][CH2:22][CH2:23][CH2:24]/[CH:25]=[CH:26]\[CH2:27]/[CH:28]=[CH:29]\[CH2:30][CH2:31][CH2:32][CH2:33][CH3:34])[C@H:7]([CH2:8][O:9][C:17](=[O:36])[CH2:18][CH2:19][CH2:20][CH2:21][CH2:22][CH2:23][CH2:24]/[CH:25]=[CH:26]\[CH2:27]/[CH:28]=[CH:29]\[CH2:30][CH2:31][CH2:32][CH2:33][CH3:34])[CH2:6]1)=[O:11])([CH3:16])([CH3:15])[CH3:14].